This data is from Forward reaction prediction with 1.9M reactions from USPTO patents (1976-2016). The task is: Predict the product of the given reaction. (1) Given the reactants [F:1][C:2]1[CH:3]=[C:4]([CH:7]=[CH:8][C:9]=1F)[C:5]#[N:6].C(=O)([O-])[O-].[K+].[K+].[NH:17]1[CH2:22][CH2:21][CH2:20][C@@H:19]([NH:23][C:24]2[CH:29]=[CH:28][N:27]=[C:26]([C:30]3[N:34]4[CH:35]=[C:36]([C:39]#[N:40])[CH:37]=[CH:38][C:33]4=[N:32][CH:31]=3)[N:25]=2)[CH2:18]1, predict the reaction product. The product is: [C:5]([C:4]1[CH:7]=[CH:8][C:9]([N:17]2[CH2:22][CH2:21][CH2:20][C@@H:19]([NH:23][C:24]3[CH:29]=[CH:28][N:27]=[C:26]([C:30]4[N:34]5[CH:35]=[C:36]([C:39]#[N:40])[CH:37]=[CH:38][C:33]5=[N:32][CH:31]=4)[N:25]=3)[CH2:18]2)=[C:2]([F:1])[CH:3]=1)#[N:6]. (2) Given the reactants [C:1]1([C:7]2([CH2:17]/[CH:18]=[CH:19]/[C:20]([O:22][CH3:23])=[O:21])[CH2:16][CH2:15][CH2:14][CH2:13][C:8]32[O:12][CH2:11][CH2:10][O:9]3)[CH:6]=[CH:5][CH:4]=[CH:3][CH:2]=1, predict the reaction product. The product is: [C:1]1([C:7]2([CH2:17][CH2:18][CH2:19][C:20]([O:22][CH3:23])=[O:21])[CH2:16][CH2:15][CH2:14][CH2:13][C:8]32[O:12][CH2:11][CH2:10][O:9]3)[CH:2]=[CH:3][CH:4]=[CH:5][CH:6]=1. (3) The product is: [C:26]([O:25][C:23]([N:20]1[CH2:21][CH2:22][CH:17]([NH:16][CH2:1][C:3]2[C:11]3[C:10]([C:12]([O:14][CH3:15])=[O:13])=[CH:9][CH:8]=[N:7][C:6]=3[NH:5][CH:4]=2)[CH2:18][CH2:19]1)=[O:24])([CH3:29])([CH3:27])[CH3:28]. Given the reactants [CH:1]([C:3]1[C:11]2[C:10]([C:12]([O:14][CH3:15])=[O:13])=[CH:9][CH:8]=[N:7][C:6]=2[NH:5][CH:4]=1)=O.[NH2:16][CH:17]1[CH2:22][CH2:21][N:20]([C:23]([O:25][C:26]([CH3:29])([CH3:28])[CH3:27])=[O:24])[CH2:19][CH2:18]1.C1COCC1.[BH4-].[Na+], predict the reaction product. (4) Given the reactants [Br:1][C:2]1[CH:7]=[CH:6][C:5]([NH2:8])=[C:4]([CH:9]([NH:16][CH3:17])[C:10]2[CH:15]=[CH:14][CH:13]=[CH:12][CH:11]=2)[CH:3]=1.ClC(Cl)(O[C:22](=[O:28])OC(Cl)(Cl)Cl)Cl.O.CCOC(C)=O, predict the reaction product. The product is: [Br:1][C:2]1[CH:3]=[C:4]2[C:5](=[CH:6][CH:7]=1)[NH:8][C:22](=[O:28])[N:16]([CH3:17])[CH:9]2[C:10]1[CH:15]=[CH:14][CH:13]=[CH:12][CH:11]=1.